This data is from Full USPTO retrosynthesis dataset with 1.9M reactions from patents (1976-2016). The task is: Predict the reactants needed to synthesize the given product. Given the product [N:5]1[CH:6]=[CH:7][CH:1]=[CH:2][C:3]=1[S:4][S:12][CH2:11][CH2:10][NH2:9], predict the reactants needed to synthesize it. The reactants are: [CH:1]1[CH:7]=[CH:6][NH:5][C:3](=[S:4])[CH:2]=1.Cl.[NH2:9][CH2:10][CH2:11][SH:12].